This data is from Full USPTO retrosynthesis dataset with 1.9M reactions from patents (1976-2016). The task is: Predict the reactants needed to synthesize the given product. The reactants are: [Cl:1][C:2]1[CH:7]=[CH:6][C:5]([C:8]2[S:9][CH:10]=[C:11]([CH2:13][CH2:14][NH2:15])[N:12]=2)=[CH:4][CH:3]=1.[F:16][C:17]([F:33])([F:32])[C:18]1[O:22][N:21]=[C:20]([C:23]2[CH:24]=[C:25]([CH:29]=[CH:30][CH:31]=2)[C:26](O)=[O:27])[N:19]=1. Given the product [Cl:1][C:2]1[CH:3]=[CH:4][C:5]([C:8]2[S:9][CH:10]=[C:11]([CH2:13][CH2:14][NH:15][C:26](=[O:27])[C:25]3[CH:29]=[CH:30][CH:31]=[C:23]([C:20]4[N:19]=[C:18]([C:17]([F:33])([F:32])[F:16])[O:22][N:21]=4)[CH:24]=3)[N:12]=2)=[CH:6][CH:7]=1, predict the reactants needed to synthesize it.